The task is: Predict the reactants needed to synthesize the given product.. This data is from Retrosynthesis with 50K atom-mapped reactions and 10 reaction types from USPTO. (1) Given the product CC(C)(C)OC(=O)NN(CC1CCCCC1)C[C@@H](O)[C@@H](N)Cc1ccccc1, predict the reactants needed to synthesize it. The reactants are: CC(C)(C)OC(=O)NN(CC1CCCCC1)C[C@@H](O)[C@H](Cc1ccccc1)NC(=O)C(F)(F)F. (2) Given the product c1ccc(COc2ccc(-n3ccc4c(OCc5ccccc5)cccc43)cc2)cc1, predict the reactants needed to synthesize it. The reactants are: Brc1ccc(OCc2ccccc2)cc1.c1ccc(COc2cccc3[nH]ccc23)cc1. (3) Given the product COc1cc(OC)c(CCS(=O)(=O)Cc2ccc(OC)c(O)c2)c(OC)c1, predict the reactants needed to synthesize it. The reactants are: COc1cc(OC)c(/C=C/S(=O)(=O)Cc2ccc(OC)c(O)c2)c(OC)c1. (4) Given the product O=C(NCc1ccccc1)c1cc(O)cc(I)c1, predict the reactants needed to synthesize it. The reactants are: COc1cc(I)cc(C(=O)NCc2ccccc2)c1. (5) The reactants are: COc1ccc([N+](=O)[O-])cc1NS(=O)(=O)c1ccc(Br)c(F)c1.Cc1ccc(B(O)O)o1. Given the product COc1ccc([N+](=O)[O-])cc1NS(=O)(=O)c1ccc(-c2ccc(C)o2)c(F)c1, predict the reactants needed to synthesize it.